This data is from TCR-epitope binding with 47,182 pairs between 192 epitopes and 23,139 TCRs. The task is: Binary Classification. Given a T-cell receptor sequence (or CDR3 region) and an epitope sequence, predict whether binding occurs between them. (1) The epitope is IQYIDIGNY. Result: 1 (the TCR binds to the epitope). The TCR CDR3 sequence is CASSTQGDHEQYF. (2) The TCR CDR3 sequence is CASSQQGSYGYTF. Result: 1 (the TCR binds to the epitope). The epitope is RAKFKQLL. (3) The epitope is TLIGDCATV. The TCR CDR3 sequence is CASSPLSGTLTGELFF. Result: 1 (the TCR binds to the epitope). (4) The epitope is GLNKIVRMY. The TCR CDR3 sequence is CASSRGGAYNEQFF. Result: 0 (the TCR does not bind to the epitope). (5) Result: 1 (the TCR binds to the epitope). The epitope is EILDITPCSF. The TCR CDR3 sequence is CASSDGRGTYNEQFF. (6) The epitope is VLWAHGFEL. The TCR CDR3 sequence is CASSYAFGQPDEAFF. Result: 1 (the TCR binds to the epitope).